The task is: Predict the reactants needed to synthesize the given product.. This data is from Full USPTO retrosynthesis dataset with 1.9M reactions from patents (1976-2016). (1) Given the product [Cl:1][C:2]1[N:7]=[CH:6][C:5]([O:8][CH2:9][CH:10]2[CH2:15][CH2:14][N:13]([CH2:16][C:17]([CH2:20][CH3:21])([F:29])[CH2:18][CH3:19])[CH2:12][CH2:11]2)=[CH:4][N:3]=1, predict the reactants needed to synthesize it. The reactants are: [Cl:1][C:2]1[N:7]=[CH:6][C:5]([O:8][CH2:9][CH:10]2[CH2:15][CH2:14][N:13]([CH2:16][C:17](O)([CH2:20][CH3:21])[CH2:18][CH3:19])[CH2:12][CH2:11]2)=[CH:4][N:3]=1.CCN(S(F)(F)[F:29])CC.C([O-])(O)=O.[Na+]. (2) Given the product [CH2:1]([O:3][C:4]([C:6]1[C:7]([OH:32])=[C:8]2[C:25]([C:26]3[CH:27]=[CH:28][CH:29]=[CH:30][CH:31]=3)=[N:24][S:23][C:9]2=[CH:10][N:11]=1)=[O:5])[CH3:2], predict the reactants needed to synthesize it. The reactants are: [CH2:1]([O:3][C:4]([CH:6]1[N:11](CC2C=CC(OC)=CC=2OC)[CH2:10][C:9]2[S:23][N:24]=[C:25]([C:26]3[CH:31]=[CH:30][CH:29]=[CH:28][CH:27]=3)[C:8]=2[C:7]1=[O:32])=[O:5])[CH3:2].O=S(Cl)Cl. (3) Given the product [NH2:30][CH2:14][C@@H:15]([NH:17][S:18]([C:21]1[C:26]([CH3:27])=[CH:25][C:24]([CH3:28])=[CH:23][C:22]=1[CH3:29])(=[O:20])=[O:19])[CH3:16], predict the reactants needed to synthesize it. The reactants are: CC1C=C(C)C=C(C)C=1S(O[CH2:14][C@@H:15]([NH:17][S:18]([C:21]1[C:26]([CH3:27])=[CH:25][C:24]([CH3:28])=[CH:23][C:22]=1[CH3:29])(=[O:20])=[O:19])[CH3:16])(=O)=O.[NH3:30]. (4) Given the product [CH3:1][N:2]1[C:7]2[CH:8]=[CH:9][S:10][C:6]=2[C:5](=[S:27])[N:4]=[C:3]1[C:12]1[CH:17]=[CH:16][CH:15]=[CH:14][CH:13]=1, predict the reactants needed to synthesize it. The reactants are: [CH3:1][N:2]1[C:7]2[CH:8]=[CH:9][S:10][C:6]=2[C:5](=O)[N:4]=[C:3]1[C:12]1[CH:17]=[CH:16][CH:15]=[CH:14][CH:13]=1.COC1C=CC(P2(SP(C3C=CC(OC)=CC=3)(=S)S2)=[S:27])=CC=1. (5) Given the product [F:16][C:17]1[CH:31]=[CH:30][C:20]2[C:21]([CH:24]3[CH2:25][CH2:26][N:27]([CH:9]=[CH:8][C:7]4[C:6](=[O:11])[N:5]5[CH2:12][CH2:13][CH2:14][CH2:15][C:4]5=[N:3][C:2]=4[CH3:1])[CH2:28][CH2:29]3)=[N:22][O:23][C:19]=2[CH:18]=1, predict the reactants needed to synthesize it. The reactants are: [CH3:1][C:2]1[N:3]=[C:4]2[CH2:15][CH2:14][CH2:13][CH2:12][N:5]2[C:6](=[O:11])[C:7]=1[CH2:8][CH:9]=O.[F:16][C:17]1[CH:31]=[CH:30][C:20]2[C:21]([CH:24]3[CH2:29][CH2:28][NH:27][CH2:26][CH2:25]3)=[N:22][O:23][C:19]=2[CH:18]=1. (6) Given the product [O:45]=[S:42]1(=[O:46])[CH2:43][CH2:44][N:39]([CH2:2][CH2:3][CH2:4][S@:5](=[O:38])([C:32]2[CH:37]=[CH:36][CH:35]=[CH:34][CH:33]=2)=[N:6][C:7](=[O:31])[C:8]2[CH:13]=[C:12]([C:14]#[C:15][C:16]3[CH:21]=[CH:20][CH:19]=[C:18]([NH:22][C:23]([C:25]4[O:26][CH:27]=[CH:28][C:29]=4[CH3:30])=[O:24])[CH:17]=3)[CH:11]=[N:10][CH:9]=2)[CH2:40][CH2:41]1, predict the reactants needed to synthesize it. The reactants are: Br[CH2:2][CH2:3][CH2:4][S:5](=[O:38])([C:32]1[CH:37]=[CH:36][CH:35]=[CH:34][CH:33]=1)=[N:6][C:7](=[O:31])[C:8]1[CH:13]=[C:12]([C:14]#[C:15][C:16]2[CH:21]=[CH:20][CH:19]=[C:18]([NH:22][C:23]([C:25]3[O:26][CH:27]=[CH:28][C:29]=3[CH3:30])=[O:24])[CH:17]=2)[CH:11]=[N:10][CH:9]=1.[NH:39]1[CH2:44][CH2:43][S:42](=[O:46])(=[O:45])[CH2:41][CH2:40]1. (7) Given the product [CH2:12]([C:8]1[NH:9][C:10](=[O:11])[C:5]([C:3]2[N:29]=[C:28]([CH2:27][S:24]([C:20]3[S:19][CH:23]=[CH:22][CH:21]=3)(=[O:26])=[O:25])[S:30][CH:2]=2)=[CH:6][C:7]=1[C:14]([O:16][CH2:17][CH3:18])=[O:15])[CH3:13], predict the reactants needed to synthesize it. The reactants are: Br[CH2:2][C:3]([C:5]1[C:10](=[O:11])[NH:9][C:8]([CH2:12][CH3:13])=[C:7]([C:14]([O:16][CH2:17][CH3:18])=[O:15])[CH:6]=1)=O.[S:19]1[CH:23]=[CH:22][CH:21]=[C:20]1[S:24]([CH2:27][C:28](=[S:30])[NH2:29])(=[O:26])=[O:25].